From a dataset of Peptide-MHC class I binding affinity with 185,985 pairs from IEDB/IMGT. Regression. Given a peptide amino acid sequence and an MHC pseudo amino acid sequence, predict their binding affinity value. This is MHC class I binding data. The peptide sequence is NTQGYFPDWQ. The MHC is HLA-B15:03 with pseudo-sequence HLA-B15:03. The binding affinity (normalized) is 0.